Predict the reactants needed to synthesize the given product. From a dataset of Full USPTO retrosynthesis dataset with 1.9M reactions from patents (1976-2016). (1) Given the product [NH:40]1[C:48]2=[N:47][CH:46]=[CH:45][CH:44]=[C:43]2[C:42]([CH:49]=[C:12]2[O:11][C:10]([NH:9][C:3]3[CH:4]=[CH:5][C:6]([F:8])=[CH:7][C:2]=3[F:1])=[C:14]([C:15]([O:17][CH3:18])=[O:16])[C:13]2=[O:19])=[CH:41]1, predict the reactants needed to synthesize it. The reactants are: [F:1][C:2]1[CH:7]=[C:6]([F:8])[CH:5]=[CH:4][C:3]=1[NH:9][C:10]1[O:11][CH2:12][C:13](=[O:19])[C:14]=1[C:15]([O:17][CH3:18])=[O:16].ClCC(=O)CC(OC)=O.FC1C=C(F)C=CC=1N=C=O.[NH:40]1[C:48]2[C:43](=[CH:44][CH:45]=[CH:46][N:47]=2)[C:42]([CH:49]=O)=[CH:41]1.N1CCC[C@H]1C(O)=O. (2) Given the product [Br:12][C:11]1[CH:10]=[CH:9][C:5]([C:6]([O:8][CH3:28])=[O:7])=[CH:4][C:3]=1[CH2:2][C:18]([O:17][C:14]([CH3:16])([CH3:15])[CH3:13])=[O:19], predict the reactants needed to synthesize it. The reactants are: N[CH2:2][C:3]1[CH:4]=[C:5]([CH:9]=[CH:10][C:11]=1[Br:12])[C:6]([O-:8])=[O:7].[CH3:13][C:14]([O:17][C:18](O[C:18]([O:17][C:14]([CH3:16])([CH3:15])[CH3:13])=[O:19])=[O:19])([CH3:16])[CH3:15].[CH3:28]CN(C(C)C)C(C)C.